From a dataset of Catalyst prediction with 721,799 reactions and 888 catalyst types from USPTO. Predict which catalyst facilitates the given reaction. Reactant: [C:1]([O:5][C:6](=[O:32])[N:7]([C:22]1[C:23]2[N:24]([CH:29]=[CH:30][N:31]=2)[C:25]([Br:28])=[CH:26][N:27]=1)[C:8]1[CH:13]=[CH:12][C:11]([N:14]2[CH2:19][CH2:18][O:17][CH2:16][CH2:15]2)=[C:10]([CH2:20][OH:21])[CH:9]=1)([CH3:4])([CH3:3])[CH3:2].C(N(CC)CC)C.[CH3:40][S:41](Cl)(=[O:43])=[O:42]. Product: [Br:28][C:25]1[N:24]2[CH:29]=[CH:30][N:31]=[C:23]2[C:22]([N:7]([C:6]([O:5][C:1]([CH3:4])([CH3:2])[CH3:3])=[O:32])[C:8]2[CH:13]=[CH:12][C:11]([N:14]3[CH2:15][CH2:16][O:17][CH2:18][CH2:19]3)=[C:10]([CH:9]=2)[CH2:20][O:21][S:41]([CH3:40])(=[O:43])=[O:42])=[N:27][CH:26]=1. The catalyst class is: 124.